This data is from NCI-60 drug combinations with 297,098 pairs across 59 cell lines. The task is: Regression. Given two drug SMILES strings and cell line genomic features, predict the synergy score measuring deviation from expected non-interaction effect. (1) Drug 1: CC1=C(C(CCC1)(C)C)C=CC(=CC=CC(=CC(=O)O)C)C. Drug 2: COCCOC1=C(C=C2C(=C1)C(=NC=N2)NC3=CC=CC(=C3)C#C)OCCOC.Cl. Cell line: UO-31. Synergy scores: CSS=13.3, Synergy_ZIP=12.2, Synergy_Bliss=10.7, Synergy_Loewe=-1.70, Synergy_HSA=0.306. (2) Synergy scores: CSS=43.8, Synergy_ZIP=-2.61, Synergy_Bliss=-0.828, Synergy_Loewe=-25.1, Synergy_HSA=0.601. Drug 1: C(CCl)NC(=O)N(CCCl)N=O. Cell line: UO-31. Drug 2: CC1C(C(CC(O1)OC2CC(CC3=C2C(=C4C(=C3O)C(=O)C5=CC=CC=C5C4=O)O)(C(=O)C)O)N)O. (3) Drug 2: CN1C2=C(C=C(C=C2)N(CCCl)CCCl)N=C1CCCC(=O)O.Cl. Cell line: HCT-15. Synergy scores: CSS=-2.61, Synergy_ZIP=4.74, Synergy_Bliss=2.84, Synergy_Loewe=2.51, Synergy_HSA=-2.70. Drug 1: CC1=CC=C(C=C1)C2=CC(=NN2C3=CC=C(C=C3)S(=O)(=O)N)C(F)(F)F. (4) Drug 1: CC1=C2C(C(=O)C3(C(CC4C(C3C(C(C2(C)C)(CC1OC(=O)C(C(C5=CC=CC=C5)NC(=O)OC(C)(C)C)O)O)OC(=O)C6=CC=CC=C6)(CO4)OC(=O)C)O)C)O. Drug 2: N.N.Cl[Pt+2]Cl. Cell line: NCIH23. Synergy scores: CSS=70.0, Synergy_ZIP=-6.06, Synergy_Bliss=-6.21, Synergy_Loewe=-4.08, Synergy_HSA=-0.596. (5) Drug 1: C1CN1P(=S)(N2CC2)N3CC3. Drug 2: C1CN(CCN1C(=O)CCBr)C(=O)CCBr. Cell line: SNB-75. Synergy scores: CSS=19.8, Synergy_ZIP=-4.80, Synergy_Bliss=-0.863, Synergy_Loewe=2.23, Synergy_HSA=2.55. (6) Synergy scores: CSS=41.8, Synergy_ZIP=-1.81, Synergy_Bliss=-0.311, Synergy_Loewe=-0.825, Synergy_HSA=1.82. Drug 1: C1=NC2=C(N=C(N=C2N1C3C(C(C(O3)CO)O)F)Cl)N. Cell line: NCI-H522. Drug 2: CC1C(C(CC(O1)OC2CC(CC3=C2C(=C4C(=C3O)C(=O)C5=C(C4=O)C(=CC=C5)OC)O)(C(=O)CO)O)N)O.Cl. (7) Drug 2: CC1C(C(CC(O1)OC2CC(OC(C2O)C)OC3=CC4=CC5=C(C(=O)C(C(C5)C(C(=O)C(C(C)O)O)OC)OC6CC(C(C(O6)C)O)OC7CC(C(C(O7)C)O)OC8CC(C(C(O8)C)O)(C)O)C(=C4C(=C3C)O)O)O)O. Synergy scores: CSS=61.3, Synergy_ZIP=9.78, Synergy_Bliss=10.6, Synergy_Loewe=13.1, Synergy_HSA=11.3. Drug 1: C1CCN(CC1)CCOC2=CC=C(C=C2)C(=O)C3=C(SC4=C3C=CC(=C4)O)C5=CC=C(C=C5)O. Cell line: SR. (8) Drug 1: C1CCC(CC1)NC(=O)N(CCCl)N=O. Drug 2: CN1C2=C(C=C(C=C2)N(CCCl)CCCl)N=C1CCCC(=O)O.Cl. Cell line: COLO 205. Synergy scores: CSS=23.0, Synergy_ZIP=-0.295, Synergy_Bliss=8.17, Synergy_Loewe=-3.15, Synergy_HSA=2.63.